Regression. Given two drug SMILES strings and cell line genomic features, predict the synergy score measuring deviation from expected non-interaction effect. From a dataset of NCI-60 drug combinations with 297,098 pairs across 59 cell lines. Drug 1: CC1=CC=C(C=C1)C2=CC(=NN2C3=CC=C(C=C3)S(=O)(=O)N)C(F)(F)F. Drug 2: CC1=C(C=C(C=C1)C(=O)NC2=CC(=CC(=C2)C(F)(F)F)N3C=C(N=C3)C)NC4=NC=CC(=N4)C5=CN=CC=C5. Cell line: PC-3. Synergy scores: CSS=-1.74, Synergy_ZIP=1.88, Synergy_Bliss=2.48, Synergy_Loewe=-4.18, Synergy_HSA=-2.95.